This data is from Experimentally validated miRNA-target interactions with 360,000+ pairs, plus equal number of negative samples. The task is: Binary Classification. Given a miRNA mature sequence and a target amino acid sequence, predict their likelihood of interaction. The miRNA is mmu-miR-1897-5p with sequence CUUUGGAUGGAGAAAGAGGGGG. The protein sequence of the target gene is MDLAPDRATGRPWLPLHTLSVSQLLRVFWLLSLLPGQAWVHGAEPRQVFQVLEEQPPGTLVGTIQTRPGFTYRLSESHALFAINSSTGALYTTSTIDRESLPSDVINLVVLSSAPTYPTEVRVLVRDLNDNAPVFPDPSIVVTFKEDSSSGRQVILDTATDSDIGSNGVDHRSYRIIRGNEAGRFRLDITLNPSGEGAFLHLVSKGGLDREVTPQYQLLVEVEDKGEPKRRGYLQVNVTVQDINDNPPVFGSSHYQAGVPEDAVVGSSVLQVAAADADEGTNADIRYRLQDEGTPFQMDP.... Result: 0 (no interaction).